Dataset: TCR-epitope binding with 47,182 pairs between 192 epitopes and 23,139 TCRs. Task: Binary Classification. Given a T-cell receptor sequence (or CDR3 region) and an epitope sequence, predict whether binding occurs between them. (1) The epitope is KLGGALQAK. The TCR CDR3 sequence is CASSEAPTVYGYTF. Result: 1 (the TCR binds to the epitope). (2) The epitope is GLNKIVRMY. The TCR CDR3 sequence is CASRPLEGNGELFF. Result: 0 (the TCR does not bind to the epitope). (3) The epitope is QIKVRVKMV. The TCR CDR3 sequence is CAINSGGSTDTQYF. Result: 0 (the TCR does not bind to the epitope). (4) The epitope is LEPLVDLPI. Result: 0 (the TCR does not bind to the epitope). The TCR CDR3 sequence is CSVEEGVLYEQYF. (5) The epitope is KLWAQCVQL. The TCR CDR3 sequence is CASTPGQITGELFF. Result: 1 (the TCR binds to the epitope).